From a dataset of Catalyst prediction with 721,799 reactions and 888 catalyst types from USPTO. Predict which catalyst facilitates the given reaction. (1) Reactant: Cl[C:2]1[C:7]2[CH:8]=[CH:9][N:10]([CH2:11][C:12]([N:14]([CH2:17][CH3:18])[CH2:15][CH3:16])=[O:13])[C:6]=2[CH:5]=[CH:4][N:3]=1.C(=[NH:32])(C1C=CC=CC=1)C1C=CC=CC=1.CC([O-])(C)C.[Na+].C1C=CC(P(C2C(C3C(P(C4C=CC=CC=4)C4C=CC=CC=4)=CC=C4C=3C=CC=C4)=C3C(C=CC=C3)=CC=2)C2C=CC=CC=2)=CC=1. Product: [NH2:32][C:2]1[C:7]2[CH:8]=[CH:9][N:10]([CH2:11][C:12]([N:14]([CH2:17][CH3:18])[CH2:15][CH3:16])=[O:13])[C:6]=2[CH:5]=[CH:4][N:3]=1. The catalyst class is: 101. (2) Reactant: [NH2:1][C:2]1[C:10]([N+:11]([O-:13])=[O:12])=[CH:9][C:5]([C:6]([OH:8])=O)=[C:4]([O:14][CH2:15][C:16]([F:19])([F:18])[F:17])[CH:3]=1.ClC(N(C)C)=C(C)C.[NH2:28][C:29]1[CH:34]=[C:33]([C:35]([F:38])([F:37])[F:36])[CH:32]=[C:31]([N:39]([CH3:41])[CH3:40])[N:30]=1. Product: [NH2:1][C:2]1[C:10]([N+:11]([O-:13])=[O:12])=[CH:9][C:5]([C:6]([NH:28][C:29]2[CH:34]=[C:33]([C:35]([F:36])([F:38])[F:37])[CH:32]=[C:31]([N:39]([CH3:41])[CH3:40])[N:30]=2)=[O:8])=[C:4]([O:14][CH2:15][C:16]([F:19])([F:18])[F:17])[CH:3]=1. The catalyst class is: 1.